From a dataset of Reaction yield outcomes from USPTO patents with 853,638 reactions. Predict the reaction yield, written as a fraction of the theoretical maximum amount of product (1.0 means a 100% yield; for example, 0.34 means a 34% yield). (1) The reactants are C[O:2][C:3]([C:5]1[C:13]2[O:12][CH2:11][CH2:10][C:9]=2[CH:8]=[C:7]([C:14]2[CH:19]=[C:18]([O:20][CH3:21])[C:17]([F:22])=[C:16]([F:23])[CH:15]=2)[CH:6]=1)=[O:4].[OH-].[K+]. The catalyst is CO. The product is [F:23][C:16]1[CH:15]=[C:14]([C:7]2[CH:6]=[C:5]([C:3]([OH:4])=[O:2])[C:13]3[O:12][CH2:11][CH2:10][C:9]=3[CH:8]=2)[CH:19]=[C:18]([O:20][CH3:21])[C:17]=1[F:22]. The yield is 0.910. (2) The catalyst is C1COCC1.[Cu]I. The reactants are [CH2:1]([Mg]Br)[CH3:2].[CH3:5][O:6][C:7](=[O:43])[CH2:8][CH2:9][CH2:10]/[CH:11]=[CH:12]\[CH2:13][C@H:14]1[C:18](=[O:19])[CH:17]=[CH:16][C@@H:15]1/[CH:20]=[CH:21]/[CH:22]([O:35][Si:36]([C:39]([CH3:42])([CH3:41])[CH3:40])([CH3:38])[CH3:37])[CH2:23][CH2:24][C:25]1[S:29][C:28]2[CH:30]=[CH:31][CH:32]=[CH:33][C:27]=2[C:26]=1[Cl:34]. The yield is 0.460. The product is [CH3:5][O:6][C:7](=[O:43])[CH2:8][CH2:9][CH2:10]/[CH:11]=[CH:12]\[CH2:13][C@H:14]1[C:18](=[O:19])[CH2:17][C@@H:16]([CH2:1][CH3:2])[C@@H:15]1/[CH:20]=[CH:21]/[CH:22]([O:35][Si:36]([C:39]([CH3:40])([CH3:42])[CH3:41])([CH3:37])[CH3:38])[CH2:23][CH2:24][C:25]1[S:29][C:28]2[CH:30]=[CH:31][CH:32]=[CH:33][C:27]=2[C:26]=1[Cl:34]. (3) The reactants are C[O:2][C:3](=[O:27])[C:4]1[CH:9]=[CH:8][CH:7]=[C:6]([CH2:10][O:11][C:12]2[CH:17]=[CH:16][C:15]([C:18]3[CH:23]=[C:22]([F:24])[C:21]([F:25])=[CH:20][C:19]=3[F:26])=[CH:14][CH:13]=2)[CH:5]=1.[OH-].[K+]. The catalyst is CO. The product is [F:26][C:19]1[CH:20]=[C:21]([F:25])[C:22]([F:24])=[CH:23][C:18]=1[C:15]1[CH:16]=[CH:17][C:12]([O:11][CH2:10][C:6]2[CH:5]=[C:4]([CH:9]=[CH:8][CH:7]=2)[C:3]([OH:27])=[O:2])=[CH:13][CH:14]=1. The yield is 0.932. (4) The product is [CH2:26]([N:15]([C:16]1[CH:17]=[CH:18][CH:19]=[CH:20][CH:21]=1)[S:12]([C:7]1[CH:8]=[CH:9][CH:10]=[CH:11][C:6]=1[N+:3]([O-:5])=[O:4])(=[O:14])=[O:13])[CH2:25][CH:24]=[CH2:23]. The reactants are [OH-].[K+].[N+:3]([C:6]1[CH:11]=[CH:10][CH:9]=[CH:8][C:7]=1[S:12]([NH:15][C:16]1[CH:21]=[CH:20][CH:19]=[CH:18][CH:17]=1)(=[O:14])=[O:13])([O-:5])=[O:4].Br[CH2:23][CH2:24][CH:25]=[CH2:26]. The catalyst is CN(C=O)C.CCOC(C)=O. The yield is 0.635. (5) The reactants are [C:1]([C:3]1[C:4]2[S:25][C:24]([C:26]3[CH:31]=[CH:30][CH:29]=[CH:28][CH:27]=3)=[CH:23][C:5]=2[C:6]([NH:9][C@H:10]2[CH2:15][CH2:14][CH2:13][N:12](C(OC(C)(C)C)=O)[CH2:11]2)=[N:7][CH:8]=1)#[N:2].Cl.C([O-])(O)=[O:34].[Na+]. The catalyst is O. The product is [C:26]1([C:24]2[S:25][C:4]3[C:3]([C:1]([NH2:2])=[O:34])=[CH:8][N:7]=[C:6]([NH:9][C@H:10]4[CH2:15][CH2:14][CH2:13][NH:12][CH2:11]4)[C:5]=3[CH:23]=2)[CH:27]=[CH:28][CH:29]=[CH:30][CH:31]=1. The yield is 0.380. (6) The reactants are [Si]([O:8][C@H:9]1[CH2:14][CH2:13][C@H:12]([N:15]2[CH:19]=[C:18]([C:20]3[CH:25]=[N:24][C:23]([NH2:26])=[C:22]4[O:27][C:28](Cl)=[C:29]([CH3:30])[C:21]=34)[CH:17]=[N:16]2)[CH2:11][CH2:10]1)(C(C)(C)C)(C)C.CC1(C)C(C)(C)OB([C:40]2[C:48]3[S:47][N:46]=[N:45][C:44]=3[CH:43]=[CH:42][CH:41]=2)O1. The catalyst is O1CCOCC1.C(=O)([O-])[O-].[Na+].[Na+].C1C=CC([P]([Pd]([P](C2C=CC=CC=2)(C2C=CC=CC=2)C2C=CC=CC=2)([P](C2C=CC=CC=2)(C2C=CC=CC=2)C2C=CC=CC=2)[P](C2C=CC=CC=2)(C2C=CC=CC=2)C2C=CC=CC=2)(C2C=CC=CC=2)C2C=CC=CC=2)=CC=1. The product is [NH2:26][C:23]1[N:24]=[CH:25][C:20]([C:18]2[CH:17]=[N:16][N:15]([C@H:12]3[CH2:11][CH2:10][C@H:9]([OH:8])[CH2:14][CH2:13]3)[CH:19]=2)=[C:21]2[C:29]([CH3:30])=[C:28]([C:40]3[C:48]4[S:47][N:46]=[N:45][C:44]=4[CH:43]=[CH:42][CH:41]=3)[O:27][C:22]=12. The yield is 0.270. (7) The product is [Br:25][C:8]1[C:9]([N:11]2[CH2:16][CH2:15][CH2:14][C@@H:13]([NH:17][C:18](=[O:24])[O:19][C:20]([CH3:21])([CH3:22])[CH3:23])[CH2:12]2)=[C:10]2[C:2]([NH:1][C:29](=[O:30])[CH2:28][CH2:27][F:26])=[CH:3][NH:4][C:5]2=[N:6][CH:7]=1. The reactants are [NH2:1][C:2]1[C:10]2[C:5](=[N:6][CH:7]=[C:8]([Br:25])[C:9]=2[N:11]2[CH2:16][CH2:15][CH2:14][C@@H:13]([NH:17][C:18](=[O:24])[O:19][C:20]([CH3:23])([CH3:22])[CH3:21])[CH2:12]2)[NH:4][CH:3]=1.[F:26][CH2:27][CH2:28][C:29](O)=[O:30].C1N(P(Cl)(N2C(=O)OCC2)=O)C(=O)OC1.C(N(CC)CC)C.[Li+].[OH-]. The yield is 0.150. The catalyst is C(Cl)Cl.CC#N.O.O. (8) The reactants are [CH2:1]=[C:2]1[C:14](=[O:15])[C:13]2[C:12]3[C:7](=[CH:8][CH:9]=[CH:10][CH:11]=3)[N:6]([CH2:16][CH2:17][CH2:18][CH2:19][CH2:20][C:21]([O:23][CH2:24][CH3:25])=[O:22])[C:5]=2[CH2:4][CH2:3]1.[CH2:26]([N:30]1[CH2:35][CH2:34][NH:33][CH2:32][CH2:31]1)[CH2:27][CH2:28][CH3:29]. The catalyst is C1(C)C=CC=CC=1. The product is [CH2:26]([N:30]1[CH2:35][CH2:34][N:33]([CH2:1][CH:2]2[C:14](=[O:15])[C:13]3[C:12]4[C:7](=[CH:8][CH:9]=[CH:10][CH:11]=4)[N:6]([CH2:16][CH2:17][CH2:18][CH2:19][CH2:20][C:21]([O:23][CH2:24][CH3:25])=[O:22])[C:5]=3[CH2:4][CH2:3]2)[CH2:32][CH2:31]1)[CH2:27][CH2:28][CH3:29]. The yield is 0.420. (9) The reactants are [C:1]([C:3]([C:6]1[CH:7]=[C:8]([CH:12]=[CH:13][CH:14]=1)[C:9]([OH:11])=O)([CH3:5])[CH3:4])#[N:2].O1CCCC1.C(Cl)(=O)C(Cl)=O.[NH2:26][C:27]1[CH:28]=[C:29]([CH:45]=[CH:46][CH:47]=1)[O:30][C:31]1[CH:32]=[CH:33][C:34]2[N:35]([CH:37]=[C:38]([C:40]([O:42]CC)=[O:41])[N:39]=2)[N:36]=1. The catalyst is CN1CCCC1=O.C(OCC)(=O)C.CN(C)C=O. The product is [C:1]([C:3]([C:6]1[CH:7]=[C:8]([CH:12]=[CH:13][CH:14]=1)[C:9]([NH:26][C:27]1[CH:28]=[C:29]([CH:45]=[CH:46][CH:47]=1)[O:30][C:31]1[CH:32]=[CH:33][C:34]2[N:35]([CH:37]=[C:38]([C:40]([OH:42])=[O:41])[N:39]=2)[N:36]=1)=[O:11])([CH3:4])[CH3:5])#[N:2]. The yield is 0.940.